Task: Predict which catalyst facilitates the given reaction.. Dataset: Catalyst prediction with 721,799 reactions and 888 catalyst types from USPTO (1) Product: [F:2][C:3]1[CH:4]=[C:5]([CH:44]=[CH:45][CH:46]=1)[CH2:6][N:7]1[C:11]([CH3:12])=[C:10]([C:13]2[C:21]3[C:16](=[N:17][CH:18]=[C:19]([C:22]4[CH:27]=[CH:26][C:25]([N:28]5[CH2:33][CH2:32][N:31]([CH2:47][C@@H:48]([OH:49])[CH3:50])[CH2:30][CH2:29]5)=[CH:24][CH:23]=4)[CH:20]=3)[N:15]([S:34]([C:37]3[CH:43]=[CH:42][C:40]([CH3:41])=[CH:39][CH:38]=3)(=[O:35])=[O:36])[CH:14]=2)[CH:9]=[N:8]1. The catalyst class is: 8. Reactant: Cl.[F:2][C:3]1[CH:4]=[C:5]([CH:44]=[CH:45][CH:46]=1)[CH2:6][N:7]1[C:11]([CH3:12])=[C:10]([C:13]2[C:21]3[C:16](=[N:17][CH:18]=[C:19]([C:22]4[CH:27]=[CH:26][C:25]([N:28]5[CH2:33][CH2:32][NH:31][CH2:30][CH2:29]5)=[CH:24][CH:23]=4)[CH:20]=3)[N:15]([S:34]([C:37]3[CH:43]=[CH:42][C:40]([CH3:41])=[CH:39][CH:38]=3)(=[O:36])=[O:35])[CH:14]=2)[CH:9]=[N:8]1.[CH3:47][C@H:48]1[CH2:50][O:49]1. (2) Reactant: P([O-])([O-])([O-])=O.[CH3:6][C:7]([CH3:35])=[CH:8][CH2:9][C:10]1[C:15]([OH:16])=[C:14]2[C:17]([C:19]3[C:24]([O:25][C:13]2=[CH:12][C:11]=1[OH:34])=[CH:23][C:22]([OH:26])=[C:21]([O:27][CH3:28])[C:20]=3[CH2:29][CH:30]=[C:31]([CH3:33])[CH3:32])=[O:18].CC(C)=CCC1C(O)=CC2OC3C=C(O)C(O)=C(CC=C(C)C)C=3C(=O)C=2[C:45]=1[OH:46].[N+](C1C=CC([C@@]2(O[C@H](CO)[C@@H](O)[C@H](O)[C@H]2O)O)=CC=1)([O-])=O. Product: [CH3:6][C:7]([CH3:35])=[CH:8][CH2:9][C:10]1[C:11]([OH:34])=[CH:12][C:13]2[O:25][C:24]3[CH:23]=[C:22]([OH:26])[C:21]([O:27][CH3:28])=[C:20]([CH2:29][CH:30]=[C:31]([CH3:32])[CH3:33])[C:19]=3[C:17](=[O:18])[C:14]=2[C:15]=1[OH:16].[CH3:45][OH:46]. The catalyst class is: 813. (3) Reactant: C(O[C:6](=O)[N:7]([CH2:9][CH:10]([C:30]1[CH:35]=[CH:34][C:33]([Cl:36])=[C:32]([Cl:37])[CH:31]=1)[CH2:11][CH2:12][N:13]1[CH2:18][CH2:17][C:16]([C:25](=[O:29])[N:26]([CH3:28])[CH3:27])([N:19]2[CH2:24][CH2:23][CH2:22][CH2:21][CH2:20]2)[CH2:15][CH2:14]1)C)(C)(C)C.Cl.C(O)(C)C. Product: [Cl:37][C:32]1[CH:31]=[C:30]([C@@H:10]([CH2:9][NH:7][CH3:6])[CH2:11][CH2:12][N:13]2[CH2:14][CH2:15][C:16]([C:25]([N:26]([CH3:28])[CH3:27])=[O:29])([N:19]3[CH2:20][CH2:21][CH2:22][CH2:23][CH2:24]3)[CH2:17][CH2:18]2)[CH:35]=[CH:34][C:33]=1[Cl:36]. The catalyst class is: 2.